From a dataset of Forward reaction prediction with 1.9M reactions from USPTO patents (1976-2016). Predict the product of the given reaction. (1) The product is: [F:40][C:41]1[CH:48]=[C:47]([F:49])[CH:46]=[CH:45][C:42]=1[CH2:43][N:5]1[C:9]2=[CH:10][N:11]=[C:12]([C:53]([NH:51][OH:34])=[O:54])[CH:13]=[C:8]2[CH:7]=[CH:6]1. Given the reactants FC1C=C(F)C=CC=1C[N:5]1[C:9]2=[CH:10][N:11]=[C:12](C(OCC)=O)[CH:13]=[C:8]2[CH:7]=[CH:6]1.N1C2=CN=C(C(OCC)=[O:34])C=C2C=C1.[H-].[Na+].[F:40][C:41]1[CH:48]=[C:47]([F:49])[CH:46]=[CH:45][C:42]=1[CH2:43]Br.C[N:51]([CH:53]=[O:54])C, predict the reaction product. (2) Given the reactants [Cl:1][C:2]1[CH:8]=[CH:7][C:5]([NH2:6])=[CH:4][C:3]=1[C:9]1[CH:14]=[CH:13][CH:12]=[CH:11][N:10]=1.[CH3:15][O:16][C:17]1[N:22]=[CH:21][C:20]([NH:23][C:24]([C:26]2[CH:34]=[CH:33][C:29]([C:30](O)=[O:31])=[CH:28][N:27]=2)=[O:25])=[CH:19][CH:18]=1, predict the reaction product. The product is: [Cl:1][C:2]1[CH:8]=[CH:7][C:5]([NH:6][C:30]([C:29]2[CH:33]=[CH:34][C:26]([C:24]([NH:23][C:20]3[CH:21]=[N:22][C:17]([O:16][CH3:15])=[CH:18][CH:19]=3)=[O:25])=[N:27][CH:28]=2)=[O:31])=[CH:4][C:3]=1[C:9]1[CH:14]=[CH:13][CH:12]=[CH:11][N:10]=1.